From a dataset of Full USPTO retrosynthesis dataset with 1.9M reactions from patents (1976-2016). Predict the reactants needed to synthesize the given product. (1) Given the product [CH3:21][O:22][C:23](=[O:33])[CH:24]([NH:25][C:12]([C:9]1[S:10][CH:11]=[C:7]([C:1]2[CH:2]=[CH:3][CH:4]=[CH:5][CH:6]=2)[N:8]=1)=[O:14])[CH2:26][C:27]1[CH:32]=[CH:31][CH:30]=[CH:29][CH:28]=1, predict the reactants needed to synthesize it. The reactants are: [C:1]1([C:7]2[N:8]=[C:9]([C:12]([OH:14])=O)[S:10][CH:11]=2)[CH:6]=[CH:5][CH:4]=[CH:3][CH:2]=1.Cl.C(N=C=N)C.[CH3:21][O:22][C:23](=[O:33])[C@H:24]([CH2:26][C:27]1[CH:32]=[CH:31][CH:30]=[CH:29][CH:28]=1)[NH2:25]. (2) The reactants are: COC1[CH:8]=[CH:7][C:6]([C@@H:9]([N:11]([CH2:22][C:23]2[N:24]=[C:25]3[CH:30]=[CH:29][CH:28]=[C:27]([N:31]4[CH2:36][CH2:35][N:34]([CH3:37])[CH2:33][CH2:32]4)[N:26]3[CH:38]=2)[C@@H:12]2[C:21]3[N:20]=[CH:19][CH:18]=[CH:17][C:16]=3[CH2:15][CH2:14][CH2:13]2)C)=CC=1.C1(C=O)CC1. Given the product [CH:6]1([CH2:9][N:11]([CH2:22][C:23]2[N:24]=[C:25]3[CH:30]=[CH:29][CH:28]=[C:27]([N:31]4[CH2:36][CH2:35][N:34]([CH3:37])[CH2:33][CH2:32]4)[N:26]3[CH:38]=2)[C@@H:12]2[C:21]3[N:20]=[CH:19][CH:18]=[CH:17][C:16]=3[CH2:15][CH2:14][CH2:13]2)[CH2:8][CH2:7]1, predict the reactants needed to synthesize it.